Dataset: Reaction yield outcomes from USPTO patents with 853,638 reactions. Task: Predict the reaction yield, written as a fraction of the theoretical maximum amount of product (1.0 means a 100% yield; for example, 0.34 means a 34% yield). (1) The reactants are [C:1]([O:5][C:6]([NH:8][C@@H:9]([CH2:14][O:15][CH2:16][C@H:17]([O:36][CH2:37][CH2:38][CH3:39])[C@H:18]([C@@H:24]([O:26]CC1C=CC(OC)=CC=1)[CH3:25])[CH2:19][CH2:20][CH:21]([CH3:23])[CH3:22])[C:10]([O:12][CH3:13])=[O:11])=[O:7])([CH3:4])([CH3:3])[CH3:2].C(C1C(=O)C(Cl)=C(Cl)C(=O)C=1C#N)#N.[OH-].[Na+]. The catalyst is O.C(Cl)Cl. The product is [C:1]([O:5][C:6]([NH:8][C@@H:9]([CH2:14][O:15][CH2:16][C@H:17]([O:36][CH2:37][CH2:38][CH3:39])[C@H:18]([C@@H:24]([OH:26])[CH3:25])[CH2:19][CH2:20][CH:21]([CH3:22])[CH3:23])[C:10]([O:12][CH3:13])=[O:11])=[O:7])([CH3:3])([CH3:2])[CH3:4]. The yield is 0.830. (2) The reactants are [Cl:1][C:2]1[CH:9]=[CH:8][C:5]([NH:6][OH:7])=[CH:4][CH:3]=1.[N:10]([C:13]1[N:18]=[C:17]([O:19][CH2:20][C:21]([F:24])([F:23])[F:22])[CH:16]=[C:15]([O:25][CH2:26][C:27]([F:30])([F:29])[F:28])[N:14]=1)=[C:11]=[O:12]. The catalyst is C1COCC1. The product is [F:24][C:21]([F:22])([F:23])[CH2:20][O:19][C:17]1[CH:16]=[C:15]([O:25][CH2:26][C:27]([F:28])([F:29])[F:30])[N:14]=[C:13]([NH:10][C:11](=[O:12])[N:6]([C:5]2[CH:8]=[CH:9][C:2]([Cl:1])=[CH:3][CH:4]=2)[OH:7])[N:18]=1. The yield is 0.360. (3) The reactants are [O:1]=[C:2]1[NH:7][CH2:6][CH2:5][N:4]([C:8]([O:10][C:11]([CH3:14])([CH3:13])[CH3:12])=[O:9])[CH2:3]1.[H-].[Na+].CS(O[CH2:22][CH2:23][C:24]1[C:25]([CH3:40])=[N:26][N:27]([CH3:39])[C:28]=1[N:29]1[C:37]2[C:32](=[CH:33][C:34]([Cl:38])=[CH:35][CH:36]=2)[CH:31]=[CH:30]1)(=O)=O.O. The catalyst is CN(C)C=O. The product is [Cl:38][C:34]1[CH:33]=[C:32]2[C:37](=[CH:36][CH:35]=1)[N:29]([C:28]1[N:27]([CH3:39])[N:26]=[C:25]([CH3:40])[C:24]=1[CH2:23][CH2:22][N:7]1[CH2:6][CH2:5][N:4]([C:8]([O:10][C:11]([CH3:14])([CH3:13])[CH3:12])=[O:9])[CH2:3][C:2]1=[O:1])[CH:30]=[CH:31]2. The yield is 0.590. (4) The reactants are [CH2:1]([C:3]1[O:4][C:5]([C:25]2[CH:30]=[CH:29][C:28]([C:31]([F:34])([F:33])[F:32])=[CH:27][CH:26]=2)=[CH:6][C:7]=1[CH:8]([C:19]1[CH:24]=[CH:23][CH:22]=[CH:21][CH:20]=1)[O:9][C:10]1[CH:18]=[CH:17][C:13]([C:14](O)=[O:15])=[CH:12][CH:11]=1)[CH3:2].[CH3:35][NH:36][CH2:37][CH2:38][C:39]([O:41]CC)=[O:40]. No catalyst specified. The product is [CH2:1]([C:3]1[O:4][C:5]([C:25]2[CH:30]=[CH:29][C:28]([C:31]([F:32])([F:34])[F:33])=[CH:27][CH:26]=2)=[CH:6][C:7]=1[CH:8]([C:19]1[CH:24]=[CH:23][CH:22]=[CH:21][CH:20]=1)[O:9][C:10]1[CH:18]=[CH:17][C:13]([C:14]([N:36]([CH3:35])[CH2:37][CH2:38][C:39]([OH:41])=[O:40])=[O:15])=[CH:12][CH:11]=1)[CH3:2]. The yield is 0.980.